From a dataset of Full USPTO retrosynthesis dataset with 1.9M reactions from patents (1976-2016). Predict the reactants needed to synthesize the given product. (1) Given the product [CH:23]1([C:20]2[CH:21]=[CH:22][C:17]([N:14]3[CH2:15][CH2:16][N:11]([C:9]([C:5]4[C:6]([F:8])=[CH:7][C:2]([N:29]5[CH2:30][CH2:31][O:27][C:28]5=[O:32])=[CH:3][C:4]=4[F:26])=[O:10])[CH2:12][CH2:13]3)=[N:18][CH:19]=2)[CH2:25][CH2:24]1, predict the reactants needed to synthesize it. The reactants are: Br[C:2]1[CH:7]=[C:6]([F:8])[C:5]([C:9]([N:11]2[CH2:16][CH2:15][N:14]([C:17]3[CH:22]=[CH:21][C:20]([CH:23]4[CH2:25][CH2:24]4)=[CH:19][N:18]=3)[CH2:13][CH2:12]2)=[O:10])=[C:4]([F:26])[CH:3]=1.[O:27]1[CH2:31][CH:30]=[N:29][C:28]1=[O:32]. (2) Given the product [CH3:1][O:2][C:3]1[S:21][C:6]2[N:7]([CH2:24][C:25]3[CH:30]=[CH:29][C:28]([C:31]4[CH:36]=[CH:35][CH:34]=[CH:33][C:32]=4[C:37]4[NH:41][C:40](=[O:47])[O:39][N:38]=4)=[CH:27][CH:26]=3)[C:8](=[O:20])[N:9]([C@H:12]([C:14]3[CH:15]=[CH:16][CH:17]=[CH:18][CH:19]=3)[CH3:13])[C:10](=[O:11])[C:5]=2[C:4]=1[CH3:22], predict the reactants needed to synthesize it. The reactants are: [CH3:1][O:2][C:3]1[S:21][C:6]2[NH:7][C:8](=[O:20])[N:9]([C@H:12]([C:14]3[CH:19]=[CH:18][CH:17]=[CH:16][CH:15]=3)[CH3:13])[C:10](=[O:11])[C:5]=2[C:4]=1[CH3:22].Br[CH2:24][C:25]1[CH:30]=[CH:29][C:28]([C:31]2[CH:36]=[CH:35][CH:34]=[CH:33][C:32]=2[C:37]2[N:41]=[C:40](C(Cl)(Cl)Cl)[O:39][N:38]=2)=[CH:27][CH:26]=1.C(=O)([O-])[O-:47].[K+].[K+].CN(C)C=O.